From a dataset of Catalyst prediction with 721,799 reactions and 888 catalyst types from USPTO. Predict which catalyst facilitates the given reaction. (1) Reactant: [Cl:1][C:2]1[N:10](CC=C)[C:9]2[C:8](=[O:14])[NH:7][C:6](=[O:15])[N:5]([CH2:16][C:17]([F:20])([F:19])[F:18])[C:4]=2[N:3]=1.C(=O)([O-])[O-].[Cs+].[Cs+].I[CH2:28][CH3:29].N1CCOCC1. Product: [Cl:1][C:2]1[NH:10][C:9]2[C:8](=[O:14])[N:7]([CH2:28][CH3:29])[C:6](=[O:15])[N:5]([CH2:16][C:17]([F:18])([F:19])[F:20])[C:4]=2[N:3]=1. The catalyst class is: 128. (2) Reactant: [Cl:1][C:2]1[CH:7]=[CH:6][CH:5]=[CH:4][C:3]=1[C:8]1[CH:9]=[C:10]([NH:13][C:14]([NH2:16])=[S:15])[NH:11][N:12]=1.BrBr. Product: [Cl:1][C:2]1[CH:7]=[CH:6][CH:5]=[CH:4][C:3]=1[C:8]1[C:9]2[S:15][C:14]([NH2:16])=[N:13][C:10]=2[NH:11][N:12]=1. The catalyst class is: 52. (3) Reactant: Cl[C:2]1[N:7]=[C:6]([O:8][CH3:9])[N:5]=[C:4]([NH:10][CH2:11][CH:12]2[CH2:17][N:16]([CH3:18])[C:15]3[CH:19]=[CH:20][CH:21]=[CH:22][C:14]=3[O:13]2)[CH:3]=1.[C:23]([C:26]([C:29]1[CH:30]=[C:31](B(O)O)[CH:32]=[CH:33][CH:34]=1)([CH3:28])[CH3:27])([OH:25])=[O:24].C([O-])([O-])=O.[Cs+].[Cs+]. Product: [CH3:9][O:8][C:6]1[N:7]=[C:2]([C:31]2[CH:30]=[C:29]([C:26]([CH3:28])([CH3:27])[C:23]([OH:25])=[O:24])[CH:34]=[CH:33][CH:32]=2)[CH:3]=[C:4]([NH:10][CH2:11][CH:12]2[CH2:17][N:16]([CH3:18])[C:15]3[CH:19]=[CH:20][CH:21]=[CH:22][C:14]=3[O:13]2)[N:5]=1. The catalyst class is: 108.